This data is from Reaction yield outcomes from USPTO patents with 853,638 reactions. The task is: Predict the reaction yield, written as a fraction of the theoretical maximum amount of product (1.0 means a 100% yield; for example, 0.34 means a 34% yield). The reactants are [CH3:1][C:2]1[NH:3][C:4]([NH2:7])=[N:5][N:6]=1.[C:8]1(=O)[CH2:11][CH2:10][CH2:9]1.C([BH3-])#N.[Na+].O. The catalyst is C(O)(=O)C. The product is [CH:8]1([NH:7][C:4]2[NH:3][C:2]([CH3:1])=[N:6][N:5]=2)[CH2:11][CH2:10][CH2:9]1. The yield is 0.610.